Task: Regression/Classification. Given a drug SMILES string, predict its absorption, distribution, metabolism, or excretion properties. Task type varies by dataset: regression for continuous measurements (e.g., permeability, clearance, half-life) or binary classification for categorical outcomes (e.g., BBB penetration, CYP inhibition). Dataset: cyp2c19_veith.. Dataset: CYP2C19 inhibition data for predicting drug metabolism from PubChem BioAssay (1) The molecule is C=CCn1c(SCc2ccc3c(c2)OCO3)nc2scc(-c3ccco3)c2c1=O. The result is 1 (inhibitor). (2) The drug is COc1ccc(OC)c2[nH]c(=O)c(CCNC(=O)COc3ccccc3)cc12. The result is 1 (inhibitor). (3) The molecule is COc1ccccc1C(=O)NC(=S)N1CCCc2ccccc21. The result is 1 (inhibitor). (4) The compound is O=C(CCc1nc2ccccc2c(=O)[nH]1)OCC(=O)N1CCN(S(=O)(=O)c2ccccc2)CC1. The result is 0 (non-inhibitor). (5) The molecule is CCOC(=O)C1=C(CN2c3ccccc3CC2C)NC(=O)NC1c1ccccc1. The result is 1 (inhibitor). (6) The compound is Cc1nc2c(c(-c3ccccc3)c1C#N)C(=O)c1ccccc1-2. The result is 1 (inhibitor). (7) The molecule is CO/N=C1\[C@@H]2CCn3c(=O)n(-c4ccccc4)c(=O)n3[C@H]2[C@H](O)[C@H]2O[C@H]12. The result is 0 (non-inhibitor).